This data is from Catalyst prediction with 721,799 reactions and 888 catalyst types from USPTO. The task is: Predict which catalyst facilitates the given reaction. (1) Reactant: [Cl:1][C:2]1[CH:3]=[C:4]([F:31])[C:5]([N:8]2[CH2:13][CH2:12][CH:11]([N:14]3[CH2:18][CH2:17][C@H:16]([O:19][C:20]4[CH:28]=[CH:27][C:23]([C:24](O)=[O:25])=[CH:22][C:21]=4[F:29])[C:15]3=[O:30])[CH2:10][CH2:9]2)=[N:6][CH:7]=1.CN(C(ON1N=NC2C=CC=NC1=2)=[N+](C)C)C.F[P-](F)(F)(F)(F)F.C(N(C(C)C)C(C)C)C.[NH:65]1[CH2:69][CH2:68][C@H:67]([OH:70])[CH2:66]1. Product: [Cl:1][C:2]1[CH:3]=[C:4]([F:31])[C:5]([N:8]2[CH2:9][CH2:10][CH:11]([N:14]3[CH2:18][CH2:17][C@H:16]([O:19][C:20]4[CH:28]=[CH:27][C:23]([C:24]([N:65]5[CH2:69][CH2:68][C@H:67]([OH:70])[CH2:66]5)=[O:25])=[CH:22][C:21]=4[F:29])[C:15]3=[O:30])[CH2:12][CH2:13]2)=[N:6][CH:7]=1. The catalyst class is: 31. (2) Reactant: [Cl:1][C:2]1[CH:3]=[C:4]([N:9]([Si](C)(C)C)[Si](C)(C)C)[CH:5]=[CH:6][C:7]=1[F:8].[Li]CCCC.COCN[C:27]([CH:29]1[CH2:31][CH2:30]1)=[O:28].CO. Product: [NH2:9][C:4]1[CH:3]=[C:2]([Cl:1])[C:7]([F:8])=[C:6]([C:27]([CH:29]2[CH2:31][CH2:30]2)=[O:28])[CH:5]=1. The catalyst class is: 1. (3) Reactant: [OH:1][C:2]1[CH:10]=[C:9]([C:11]([F:14])([F:13])[F:12])[CH:8]=[CH:7][C:3]=1[C:4](O)=[O:5].O. Product: [OH:5][CH2:4][C:3]1[CH:7]=[CH:8][C:9]([C:11]([F:13])([F:14])[F:12])=[CH:10][C:2]=1[OH:1]. The catalyst class is: 1. (4) Reactant: [N:1]1[N:5]2[CH:6]=[CH:7][CH:8]=[CH:9][C:4]2=[CH:3][C:2]=1[C:10]([OH:12])=[O:11]. Product: [N:1]1[N:5]2[CH2:6][CH2:7][CH2:8][CH2:9][C:4]2=[CH:3][C:2]=1[C:10]([OH:12])=[O:11]. The catalyst class is: 29. (5) Reactant: FC(F)(F)C(O)=O.ClCCl.O1CCCCC1[N:17]1[C:25]2[C:20](=[CH:21][C:22]([NH:26][C:27]3[CH:39]=[CH:38][C:30]([C:31]([O:33]C(C)(C)C)=[O:32])=[CH:29][CH:28]=3)=[CH:23][CH:24]=2)[CH:19]=[N:18]1.C(=O)([O-])O.[Na+]. Product: [NH:17]1[C:25]2[C:20](=[CH:21][C:22]([NH:26][C:27]3[CH:39]=[CH:38][C:30]([C:31]([OH:33])=[O:32])=[CH:29][CH:28]=3)=[CH:23][CH:24]=2)[CH:19]=[N:18]1. The catalyst class is: 13. (6) Reactant: [Cl:1][C:2]1[CH:3]=[C:4]([N:11]2[CH2:16][CH2:15][N:14]([C:17](=[O:19])[CH3:18])[CH2:13][CH2:12]2)[CH:5]=[CH:6][C:7]=1[N+:8]([O-])=O. Product: [NH2:8][C:7]1[CH:6]=[CH:5][C:4]([N:11]2[CH2:16][CH2:15][N:14]([C:17](=[O:19])[CH3:18])[CH2:13][CH2:12]2)=[CH:3][C:2]=1[Cl:1]. The catalyst class is: 8.